This data is from Full USPTO retrosynthesis dataset with 1.9M reactions from patents (1976-2016). The task is: Predict the reactants needed to synthesize the given product. (1) The reactants are: [Cl:1][CH2:2][C:3]([NH:5][C:6]1[CH:11]=[CH:10][C:9]([F:12])=[CH:8][C:7]=1[NH:13][C:14]1[CH:19]=[CH:18][CH:17]=[CH:16][CH:15]=1)=O. Given the product [Cl:1][CH2:2][C:3]1[N:13]([C:14]2[CH:19]=[CH:18][CH:17]=[CH:16][CH:15]=2)[C:7]2[CH:8]=[C:9]([F:12])[CH:10]=[CH:11][C:6]=2[N:5]=1, predict the reactants needed to synthesize it. (2) Given the product [Cl:1][C:2]1[CH:7]=[C:6]([NH:11][CH3:10])[CH:5]=[C:4]([Cl:9])[N:3]=1, predict the reactants needed to synthesize it. The reactants are: [Cl:1][C:2]1[CH:7]=[C:6](Cl)[CH:5]=[C:4]([Cl:9])[N:3]=1.[CH3:10][NH2:11]. (3) The reactants are: [ClH:1].Cl.[C:3]1([C:9]2[O:13][N:12]=[C:11]([N:14]3[CH2:19][CH2:18][NH:17][CH2:16][CH2:15]3)[N:10]=2)[CH:8]=[CH:7]C=[CH:5][CH:4]=1.C(O)(=O)C1C=C[N:24]=CC=1. Given the product [ClH:1].[ClH:1].[N:24]1[CH:7]=[CH:8][C:3]([C:9]2[O:13][N:12]=[C:11]([N:14]3[CH2:19][CH2:18][NH:17][CH2:16][CH2:15]3)[N:10]=2)=[CH:4][CH:5]=1, predict the reactants needed to synthesize it. (4) Given the product [ClH:1].[ClH:1].[Br:36][C:34]1[CH:33]=[C:29]([CH:28]=[C:27]([Br:26])[CH:35]=1)[C:30]([N:12]([CH2:11][C@H:10]([C:5]1[CH:6]=[CH:7][C:8]([F:64])=[CH:9][CH:4]=1)[CH2:14][CH2:15][N:16]1[CH2:19][CH:18]([N:20]2[CH2:25][CH2:24][O:23][CH2:22][CH2:21]2)[CH2:17]1)[CH3:13])=[O:32], predict the reactants needed to synthesize it. The reactants are: [ClH:1].Cl.F[C:4]1[CH:9]=[CH:8][CH:7]=[CH:6][C:5]=1[C@H:10]([CH2:14][CH2:15][N:16]1[CH2:19][CH:18]([N:20]2[CH2:25][CH2:24][O:23][CH2:22][CH2:21]2)[CH2:17]1)[CH2:11][NH:12][CH3:13].[Br:26][C:27]1[CH:28]=[C:29]([CH:33]=[C:34]([Br:36])[CH:35]=1)[C:30]([OH:32])=O.CCN(C(C)C)C(C)C.CN(C(ON1N=NC2C=CC=CC1=2)=[N+](C)C)C.[B-](F)(F)(F)[F:64]. (5) Given the product [O:33]=[C:31]1[O:30][N:29]=[C:28]([C:23]2[CH:24]=[CH:25][CH:26]=[CH:27][C:22]=2[C:19]2[CH:18]=[CH:17][C:16]([CH2:15][C:12]3[C:13](=[O:14])[N:8]([CH:5]4[CH2:6][CH2:7][C:2]5([O:46][C:44](=[O:45])[CH2:43][O:1]5)[CH2:3][CH2:4]4)[C:9]4[N:10]([N:37]=[CH:38][N:39]=4)[C:11]=3[CH2:34][CH2:35][CH3:36])=[CH:21][CH:20]=2)[NH:32]1, predict the reactants needed to synthesize it. The reactants are: [O:1]=[C:2]1[CH2:7][CH2:6][CH:5]([N:8]2[C:13](=[O:14])[C:12]([CH2:15][C:16]3[CH:21]=[CH:20][C:19]([C:22]4[CH:27]=[CH:26][CH:25]=[CH:24][C:23]=4[C:28]4[NH:32][C:31](=[O:33])[O:30][N:29]=4)=[CH:18][CH:17]=3)=[C:11]([CH2:34][CH2:35][CH3:36])[N:10]3[N:37]=[CH:38][N:39]=[C:9]23)[CH2:4][CH2:3]1.C[Si](C)(C)O[CH2:43][C:44]([O:46][Si](C)(C)C)=[O:45].FC(F)(F)S(O[Si](C(C)(C)C)(C)C)(=O)=O.C(Cl)Cl. (6) Given the product [CH3:36][C:7]([S:9][C:10]1[CH:35]=[CH:34][C:13]([C:14]([O:16][CH2:17][C:18]2[N:19]=[N:20][N:21]([CH2:23][C:24]3[CH:25]=[CH:26][C:27]([C:30]([F:33])([F:32])[F:31])=[CH:28][CH:29]=3)[CH:22]=2)=[O:15])=[CH:12][CH:11]=1)([CH3:8])[C:6]([OH:37])=[O:5], predict the reactants needed to synthesize it. The reactants are: C([O:5][C:6](=[O:37])[C:7]([CH3:36])([S:9][C:10]1[CH:35]=[CH:34][C:13]([C:14]([O:16][CH2:17][C:18]2[N:19]=[N:20][N:21]([CH2:23][C:24]3[CH:29]=[CH:28][C:27]([C:30]([F:33])([F:32])[F:31])=[CH:26][CH:25]=3)[CH:22]=2)=[O:15])=[CH:12][CH:11]=1)[CH3:8])(C)(C)C.Cl. (7) The reactants are: [C:1]([C:4]1[CH:5]=[CH:6][C:7]([Cl:33])=[C:8]([C:10]2[CH:15]=[CH:14][CH:13]=[C:12]([NH:16][C:17]([C@@H:19]3[CH2:23][C@@H:22]([F:24])[CH2:21][N:20]3C(OC(C)(C)C)=O)=[O:18])[C:11]=2[F:32])[CH:9]=1)(=[O:3])[CH3:2].[C:34]([OH:40])([C:36]([F:39])([F:38])[F:37])=[O:35]. Given the product [OH:40][C:34]([C:36]([F:39])([F:38])[F:37])=[O:35].[C:1]([C:4]1[CH:5]=[CH:6][C:7]([Cl:33])=[C:8]([C:10]2[CH:15]=[CH:14][CH:13]=[C:12]([NH:16][C:17]([C@@H:19]3[CH2:23][C@@H:22]([F:24])[CH2:21][NH:20]3)=[O:18])[C:11]=2[F:32])[CH:9]=1)(=[O:3])[CH3:2], predict the reactants needed to synthesize it. (8) The reactants are: Cl[C:2]1[C:3](=[O:14])[N:4]([CH:9]([CH2:12][CH3:13])[CH2:10][CH3:11])[CH:5]=[C:6]([Cl:8])[N:7]=1.[Br:15][C:16]1[CH:17]=[C:18]2[C:22](=[C:23]([Cl:25])[CH:24]=1)[NH:21][CH2:20][CH2:19]2. Given the product [Br:15][C:16]1[CH:17]=[C:18]2[C:22](=[C:23]([Cl:25])[CH:24]=1)[N:21]([C:2]1[C:3](=[O:14])[N:4]([CH:9]([CH2:12][CH3:13])[CH2:10][CH3:11])[CH:5]=[C:6]([Cl:8])[N:7]=1)[CH2:20][CH2:19]2, predict the reactants needed to synthesize it.